Dataset: Full USPTO retrosynthesis dataset with 1.9M reactions from patents (1976-2016). Task: Predict the reactants needed to synthesize the given product. (1) The reactants are: [CH:1]1([CH2:8][NH:9][C:10](=[O:27])[C:11]2[CH:16]=[C:15](B3OC(C)(C)C(C)(C)O3)[CH:14]=[CH:13][C:12]=2[CH3:26])[CH2:7][CH2:6][CH2:5][CH2:4][CH2:3][CH2:2]1.Br[C:29]1[C:30]([N:35]2[CH2:40][CH2:39][CH:38]([C:41]([O:43]C)=[O:42])[CH2:37][CH2:36]2)=[N:31][CH:32]=[CH:33][CH:34]=1. Given the product [CH:1]1([CH2:8][NH:9][C:10]([C:11]2[CH:16]=[C:15]([C:29]3[C:30]([N:35]4[CH2:36][CH2:37][CH:38]([C:41]([OH:43])=[O:42])[CH2:39][CH2:40]4)=[N:31][CH:32]=[CH:33][CH:34]=3)[CH:14]=[CH:13][C:12]=2[CH3:26])=[O:27])[CH2:2][CH2:3][CH2:4][CH2:5][CH2:6][CH2:7]1, predict the reactants needed to synthesize it. (2) The reactants are: [OH:1][C:2]([CH3:14])([CH3:13])[CH2:3][CH2:4][CH2:5][CH:6]([CH3:12])[CH2:7][CH2:8][CH2:9][CH:10]=[O:11].N1C(C)=CC=CC=1C.[Si:23](OS(C(F)(F)F)(=O)=O)([CH2:28][CH3:29])([CH2:26][CH3:27])[CH2:24][CH3:25].O. Given the product [CH3:12][CH:6]([CH2:5][CH2:4][CH2:3][C:2]([CH3:13])([O:1][Si:23]([CH2:28][CH3:29])([CH2:26][CH3:27])[CH2:24][CH3:25])[CH3:14])[CH2:7][CH2:8][CH2:9][CH:10]=[O:11], predict the reactants needed to synthesize it. (3) The reactants are: [F:1][C:2]1[C:3]([N:20]2[C:25](=[O:26])[CH:24]=[C:23]([C:27]([F:30])([F:29])[F:28])[N:22]([CH3:31])[C:21]2=[O:32])=[CH:4][C:5]([O:11][C:12]2[CH:17]=[CH:16][CH:15]=[C:14]([O:18][CH3:19])[CH:13]=2)=[C:6]([N+:8]([O-])=O)[CH:7]=1.O. Given the product [F:1][C:2]1[C:3]([N:20]2[C:25](=[O:26])[CH:24]=[C:23]([C:27]([F:28])([F:29])[F:30])[N:22]([CH3:31])[C:21]2=[O:32])=[CH:4][C:5]([O:11][C:12]2[CH:17]=[CH:16][CH:15]=[C:14]([O:18][CH3:19])[CH:13]=2)=[C:6]([CH:7]=1)[NH2:8], predict the reactants needed to synthesize it. (4) Given the product [CH:27]([OH:26])=[O:34].[CH2:1]([NH:3][C:4]([NH:6][C:7]1[CH:8]=[CH:9][C:10]([C:13]2[N:14]=[C:15]([N:23]3[CH2:28][CH2:27][O:26][CH2:25][C@@H:24]3[CH3:29])[C:16]3[CH2:22][CH2:21][N:20]([CH2:30][CH:31]([CH3:33])[CH3:32])[CH2:19][C:17]=3[N:18]=2)=[CH:11][CH:12]=1)=[O:5])[CH3:2], predict the reactants needed to synthesize it. The reactants are: [CH2:1]([NH:3][C:4]([NH:6][C:7]1[CH:12]=[CH:11][C:10]([C:13]2[N:14]=[C:15]([N:23]3[CH2:28][CH2:27][O:26][CH2:25][C@@H:24]3[CH3:29])[C:16]3[CH2:22][CH2:21][NH:20][CH2:19][C:17]=3[N:18]=2)=[CH:9][CH:8]=1)=[O:5])[CH3:2].[CH:30](=[O:34])[CH:31]([CH3:33])[CH3:32]. (5) Given the product [C:14]([CH2:13][N:10]1[CH2:11][CH2:12][CH:8]([CH2:1][C:2]2[CH:7]=[CH:6][CH:5]=[CH:4][CH:3]=2)[C:9]1=[O:19])([OH:16])=[O:15], predict the reactants needed to synthesize it. The reactants are: [CH2:1]([CH:8]1[CH2:12][CH2:11][N:10]([CH2:13][C:14]([O:16]CC)=[O:15])[C:9]1=[O:19])[C:2]1[CH:7]=[CH:6][CH:5]=[CH:4][CH:3]=1.[OH-].[Na+].